The task is: Predict the reactants needed to synthesize the given product.. This data is from Full USPTO retrosynthesis dataset with 1.9M reactions from patents (1976-2016). (1) Given the product [Br:16][C:15]1[S:14][C:13]([S:17]([N:28]2[CH2:32][CH2:31][CH:30]([OH:33])[CH2:29]2)(=[O:19])=[O:18])=[CH:12][C:11]=1[C:7]1[S:6][C:5]([NH:4][C:1](=[O:3])[CH3:2])=[N:9][C:8]=1[CH3:10], predict the reactants needed to synthesize it. The reactants are: [C:1]([NH:4][C:5]1[S:6][C:7]([C:11]2[CH:12]=[C:13]([S:17](Cl)(=[O:19])=[O:18])[S:14][C:15]=2[Br:16])=[C:8]([CH3:10])[N:9]=1)(=[O:3])[CH3:2].C(N(CC)CC)C.[NH:28]1[CH2:32][CH2:31][CH:30]([OH:33])[CH2:29]1.CN(C=O)C. (2) Given the product [CH3:3][O:4][C:5]([C:7]12[CH2:13][C:10]([C:14]([OH:16])=[O:15])([CH2:11][CH2:12]1)[CH2:9][CH2:8]2)=[O:6], predict the reactants needed to synthesize it. The reactants are: [OH-].[Na+].[CH3:3][O:4][C:5]([C:7]12[CH2:13][C:10]([C:14]([O:16]C)=[O:15])([CH2:11][CH2:12]1)[CH2:9][CH2:8]2)=[O:6]. (3) Given the product [Br:1][C:2]1[CH:3]=[C:4]2[C:5](=[CH:10][CH:11]=1)[C:6](=[O:7])[N:8]([CH3:9])[CH2:12]2, predict the reactants needed to synthesize it. The reactants are: [Br:1][C:2]1[CH:11]=[CH:10][C:5]([C:6]([NH:8][CH3:9])=[O:7])=[C:4]([CH2:12]O)[CH:3]=1.CN1CCN(C)C1=O.C([Mg]Cl)(C)C. (4) Given the product [CH3:19][O:18][CH:17]([O:20][CH3:21])[CH2:16][NH:1][CH:2]1[CH2:3][CH2:4][N:5]([C:8]([O:10][C:11]([CH3:14])([CH3:13])[CH3:12])=[O:9])[CH2:6][CH2:7]1, predict the reactants needed to synthesize it. The reactants are: [NH2:1][CH:2]1[CH2:7][CH2:6][N:5]([C:8]([O:10][C:11]([CH3:14])([CH3:13])[CH3:12])=[O:9])[CH2:4][CH2:3]1.Br[CH2:16][CH:17]([O:20][CH3:21])[O:18][CH3:19].C(=O)([O-])[O-].[K+].[K+]. (5) Given the product [CH3:20][O:19][C:17](/[CH:16]=[CH:15]/[C:6]1[CH:7]=[C:8]([CH:12]([CH3:14])[CH3:13])[C:9]([OH:10])=[C:4]([CH:1]([CH3:3])[CH3:2])[CH:5]=1)=[O:18], predict the reactants needed to synthesize it. The reactants are: [CH:1]([C:4]1[CH:5]=[C:6]([CH:15]=[CH:16][C:17]([O:19][CH3:20])=[O:18])[CH:7]=[C:8]([CH:12]([CH3:14])[CH3:13])[C:9]=1[O:10]C)([CH3:3])[CH3:2].B(Br)(Br)Br.C(OCC)C.CCCCCC.